From a dataset of Forward reaction prediction with 1.9M reactions from USPTO patents (1976-2016). Predict the product of the given reaction. (1) Given the reactants [F:1][C:2]([F:27])([F:26])[C:3]1[CH:4]=[C:5]([NH:9][C:10](=[O:25])[CH2:11][C:12]([NH:14][C:15]2[CH:20]=[CH:19][CH:18]=[C:17]([C:21]([F:24])([F:23])[F:22])[CH:16]=2)=[O:13])[CH:6]=[CH:7][CH:8]=1.[CH:28]([O:31][C:32]1[CH:39]=[CH:38][C:35]([CH:36]=O)=[CH:34][CH:33]=1)([CH3:30])[CH3:29], predict the reaction product. The product is: [F:1][C:2]([F:26])([F:27])[C:3]1[CH:4]=[C:5]([NH:9][C:10](=[O:25])[C:11](=[CH:36][C:35]2[CH:38]=[CH:39][C:32]([O:31][CH:28]([CH3:30])[CH3:29])=[CH:33][CH:34]=2)[C:12]([NH:14][C:15]2[CH:20]=[CH:19][CH:18]=[C:17]([C:21]([F:24])([F:23])[F:22])[CH:16]=2)=[O:13])[CH:6]=[CH:7][CH:8]=1. (2) Given the reactants F[C:2]1[CH:9]=[CH:8][CH:7]=[C:6]([F:10])[C:3]=1[C:4]#[N:5].[CH3:11][C:12]1[C:20]2[C:15](=[CH:16][C:17]([N+:21]([O-:23])=[O:22])=[CH:18][CH:19]=2)[NH:14][N:13]=1.C(=O)([O-])[O-].[K+].[K+], predict the reaction product. The product is: [C:4]([C:3]1[C:6]([F:10])=[CH:7][CH:8]=[CH:9][C:2]=1[N:14]1[C:15]2[C:20](=[CH:19][CH:18]=[C:17]([N+:21]([O-:23])=[O:22])[CH:16]=2)[C:12]([CH3:11])=[N:13]1)#[N:5]. (3) The product is: [Na:1].[CH2:45]1[C:46]2([CH2:51][O:50][CH:49]([CH2:52][O:9][C:8]3[CH:7]=[CH:6][N:5]=[C:4]([CH2:22][S:23]([C:25]4[NH:26][C:27]5[CH:33]=[CH:32][CH:31]=[CH:30][C:28]=5[N:29]=4)=[O:24])[CH:3]=3)[O:48][CH2:47]2)[CH2:44]1. Given the reactants [Na:1].C[C:3]1[C:4]([CH2:22][S:23]([C:25]2[NH:29][C:28]3[CH:30]=[CH:31][CH:32]=[CH:33][C:27]=3[N:26]=2)=[O:24])=[N:5][CH:6]=[CH:7][C:8]=1[O:9]CC1COC2(CCOCC2)OC1.SC1NC2C=CC=CC=2N=1.[CH2:44]1[C:46]2([CH2:51][O:50][CH:49]([CH2:52]OC3C=CN=C(CO)C=3)[O:48][CH2:47]2)[CH2:45]1, predict the reaction product. (4) The product is: [F:1][C:2]([F:21])([F:20])[CH2:3][C:4]1[O:9][C:8]([C@H:10]2[CH2:15][CH2:14][C@H:13]([C:16]([O:18][CH3:19])=[O:17])[CH2:12][CH2:11]2)=[N:7][N:6]=1. Given the reactants [F:1][C:2]([F:21])([F:20])[CH2:3][C:4]([NH:6][NH:7][C:8]([C@H:10]1[CH2:15][CH2:14][C@H:13]([C:16]([O:18][CH3:19])=[O:17])[CH2:12][CH2:11]1)=[O:9])=O.O=P(Cl)(Cl)Cl, predict the reaction product.